The task is: Predict the reactants needed to synthesize the given product.. This data is from Full USPTO retrosynthesis dataset with 1.9M reactions from patents (1976-2016). (1) Given the product [Cl:1][C:2]1[CH:7]=[CH:6][C:5]([C:8]#[N:9])=[CH:4][N+:3]=1[O-:14], predict the reactants needed to synthesize it. The reactants are: [Cl:1][C:2]1[CH:7]=[CH:6][C:5]([C:8]#[N:9])=[CH:4][N:3]=1.OO.NC(N)=[O:14].FC(F)(F)C(OC(=O)C(F)(F)F)=O.S([O-])([O-])(=O)=S.[Na+].[Na+]. (2) Given the product [CH3:14][O:13][C:11](=[O:12])[CH:10]([S:7]([C:1]1[CH:2]=[CH:3][CH:4]=[CH:5][CH:6]=1)(=[O:9])=[O:8])[CH:20]1[CH2:21][CH2:22][C:18](=[O:23])[CH2:19]1, predict the reactants needed to synthesize it. The reactants are: [C:1]1([S:7]([CH2:10][C:11]([O:13][CH3:14])=[O:12])(=[O:9])=[O:8])[CH:6]=[CH:5][CH:4]=[CH:3][CH:2]=1.C[O-].[Na+].[C:18]1(=[O:23])[CH2:22][CH2:21][CH:20]=[CH:19]1. (3) The reactants are: [CH2:1]([O:8][C:9]1[C:10](=[O:44])[N:11]([CH2:40][CH2:41][O:42][CH3:43])[CH:12]=[CH:13][C:14]=1[C:15]([NH:17][CH:18]([CH2:23][O:24][C:25]1[CH:30]=[CH:29][C:28]([O:31][CH2:32][C:33]([O:35][C:36]([CH3:39])([CH3:38])[CH3:37])=[O:34])=[CH:27][CH:26]=1)[C:19]([O:21]C)=[O:20])=[O:16])[C:2]1[CH:7]=[CH:6][CH:5]=[CH:4][CH:3]=1.[OH-].[Na+].Cl. Given the product [CH2:1]([O:8][C:9]1[C:10](=[O:44])[N:11]([CH2:40][CH2:41][O:42][CH3:43])[CH:12]=[CH:13][C:14]=1[C:15]([NH:17][CH:18]([CH2:23][O:24][C:25]1[CH:26]=[CH:27][C:28]([O:31][CH2:32][C:33]([O:35][C:36]([CH3:37])([CH3:38])[CH3:39])=[O:34])=[CH:29][CH:30]=1)[C:19]([OH:21])=[O:20])=[O:16])[C:2]1[CH:3]=[CH:4][CH:5]=[CH:6][CH:7]=1, predict the reactants needed to synthesize it. (4) Given the product [CH3:2][CH2:1][NH:3][C:6]([CH2:7][CH2:8][CH2:9]/[CH:10]=[CH:11]\[CH2:12][C@@H:13]1[C@@H:14](/[CH:20]=[CH:21]/[C@@H:22]([OH:31])[CH2:23][CH2:24][C:25]2[CH:30]=[CH:29][CH:28]=[CH:27][CH:26]=2)[C@H:15]([OH:19])[CH2:16][C@@H:17]1[OH:18])=[O:5], predict the reactants needed to synthesize it. The reactants are: [CH2:1]([NH2:3])[CH3:2].C[O:5][C:6](=O)[CH2:7][CH2:8][CH2:9]/[CH:10]=[CH:11]\[CH2:12][C@H:13]1[C@@H:17]([OH:18])[CH2:16][C@@H:15]([OH:19])[C@@H:14]1[CH:20]=[CH:21][C@H:22]([OH:31])[CH2:23][CH2:24][C:25]1[CH:30]=[CH:29][CH:28]=[CH:27][CH:26]=1. (5) Given the product [NH2:31][CH:7]([CH2:6][O:5][C:4]1[CH:9]=[CH:10][C:11]([C:12]2[N:16]=[C:15]([C:17]3[N:18]=[C:19]4[C:24]([Cl:25])=[CH:23][C:22]([C:26]([F:28])([F:27])[F:29])=[CH:21][N:20]4[CH:30]=3)[O:14][N:13]=2)=[C:2]([Cl:1])[CH:3]=1)[C:36]#[N:37], predict the reactants needed to synthesize it. The reactants are: [Cl:1][C:2]1[CH:3]=[C:4]([CH:9]=[CH:10][C:11]=1[C:12]1[N:16]=[C:15]([C:17]2[N:18]=[C:19]3[C:24]([Cl:25])=[CH:23][C:22]([C:26]([F:29])([F:28])[F:27])=[CH:21][N:20]3[CH:30]=2)[O:14][N:13]=1)[O:5][CH2:6][CH:7]=O.[NH3:31].C(O)(=O)C.[C-:36]#[N:37].[Na+].